Dataset: hERG potassium channel inhibition data for cardiac toxicity prediction from Karim et al.. Task: Regression/Classification. Given a drug SMILES string, predict its toxicity properties. Task type varies by dataset: regression for continuous values (e.g., LD50, hERG inhibition percentage) or binary classification for toxic/non-toxic outcomes (e.g., AMES mutagenicity, cardiotoxicity, hepatotoxicity). Dataset: herg_karim. The compound is COCCCc1cc(CCCCNS(C)(=O)=O)c(Cl)c(CN(C(=O)[C@H]2CNCC[C@@]23OCc2cc(F)c(F)cc23)C2CC2)c1. The result is 1 (blocker).